This data is from Full USPTO retrosynthesis dataset with 1.9M reactions from patents (1976-2016). The task is: Predict the reactants needed to synthesize the given product. (1) The reactants are: [C:1]([N:5]1[C:13]2[CH:12]=[CH:11][N:10]=[C:9]([O:14][CH3:15])[C:8]=2[C:7]([C:16]#N)=[N:6]1)([CH3:4])([CH3:3])[CH3:2].[OH-:18].[Na+].Cl.C[OH:22]. Given the product [C:1]([N:5]1[C:13]2[CH:12]=[CH:11][N:10]=[C:9]([O:14][CH3:15])[C:8]=2[C:7]([C:16]([OH:22])=[O:18])=[N:6]1)([CH3:4])([CH3:3])[CH3:2], predict the reactants needed to synthesize it. (2) Given the product [Cl:13][C:3]1[C:2]([F:1])=[CH:7][C:6]([N+:8]([O-:10])=[O:9])=[CH:5][N:4]=1, predict the reactants needed to synthesize it. The reactants are: [F:1][C:2]1[C:3](O)=[N:4][CH:5]=[C:6]([N+:8]([O-:10])=[O:9])[CH:7]=1.P(Cl)(Cl)(Cl)(Cl)[Cl:13]. (3) Given the product [CH3:126][CH:123]([C:120]1[C:121]([NH:23][C:22]([NH:21][C:43]([CH3:44])([CH3:45])[CH3:46])=[S:92])=[C:122]([CH:129]([CH3:130])[CH3:128])[CH:117]=[C:118]([O:66][C:67]2[CH:68]=[CH:69][CH:70]=[CH:71][CH:72]=2)[CH:119]=1)[CH3:125], predict the reactants needed to synthesize it. The reactants are: CC(C1C=CC(CCOC2[N:23]=[CH:22][N:21]=C3C=2C=CC=C3)=CC=1)(C)C.CC1C(/C=N\OCC2C=CC(C(O[C:43]([CH3:46])([CH3:45])[CH3:44])=O)=CC=2)=C(OC2C=CC=CC=2)N(C)N=1.CCC1N=CN=C(NCC[O:66][C:67]2[CH:72]=[CH:71][C:70](CCOCC)=[C:69](C)[C:68]=2C)C=1Cl.CC(C1C=CC(C[S:92]C2C=NN(C(C)(C)C)C(=O)C=2Cl)=CC=1)(C)C.CCC1C(Cl)=C(C(NC[C:117]2[CH:118]=[CH:119][C:120]([C:123]([CH3:126])([CH3:125])C)=[CH:121][CH:122]=2)=O)N(C)N=1.[CH3:128][CH2:129][C:130]1C(Cl)=C(C(NCC2C=CC(OC3C=CC(C)=CC=3)=CC=2)=O)N(C)N=1. (4) Given the product [CH3:39][O:40][C:41]1[CH:48]=[CH:47][C:44]([CH2:45][NH:46][C:13]([C:11]2[S:12][C:3]3[N:4]([C:5](=[O:9])[NH:6][C:7](=[O:8])[C:2]=3[CH3:1])[CH:10]=2)=[O:15])=[CH:43][CH:42]=1, predict the reactants needed to synthesize it. The reactants are: [CH3:1][C:2]1[C:7](=[O:8])[NH:6][C:5](=[O:9])[N:4]2[CH:10]=[C:11]([C:13]([OH:15])=O)[S:12][C:3]=12.O.ON1C2C=CC=CC=2N=N1.Cl.CN(C)CCCN=C=NCC.[CH3:39][O:40][C:41]1[CH:48]=[CH:47][C:44]([CH2:45][NH2:46])=[CH:43][CH:42]=1. (5) The reactants are: [NH:1]1[CH2:6][CH2:5][O:4][CH2:3][CH2:2]1.[C:7]([N:10]1[C:19]2[C:14](=[CH:15][C:16](Br)=[CH:17][CH:18]=2)[C@H:13]([NH:21]C(=O)OCC2C=CC=CC=2)[C@@H:12]([CH3:32])[C@@H:11]1[CH:33]1[CH2:35][CH2:34]1)(=[O:9])[CH3:8].CC(C)([O-])C.[Na+].CN(C1C(C2C(P(C3CCCCC3)C3CCCCC3)=CC=CC=2)=CC=CC=1)C. Given the product [NH2:21][C@H:13]1[C:14]2[C:19](=[CH:18][CH:17]=[C:16]([N:1]3[CH2:6][CH2:5][O:4][CH2:3][CH2:2]3)[CH:15]=2)[N:10]([C:7](=[O:9])[CH3:8])[C@@H:11]([CH:33]2[CH2:35][CH2:34]2)[C@@H:12]1[CH3:32], predict the reactants needed to synthesize it. (6) The reactants are: C(#N)C.[F:4][C:5]1[CH:41]=[CH:40][C:8]([CH2:9][CH2:10][NH:11][C:12](=[N:14][C:15]2[CH:23]=[C:22]3[C:18]([CH2:19][C@@H:20]([OH:39])[C@@H:21]3[NH:24][C:25]([C:27]3[CH:32]=[CH:31][C:30]([C:33]4[CH:38]=[CH:37][CH:36]=[CH:35][CH:34]=4)=[CH:29][CH:28]=3)=[O:26])=[CH:17][CH:16]=2)[CH3:13])=[CH:7][CH:6]=1.CO. Given the product [OH2:26].[F:4][C:5]1[CH:6]=[CH:7][C:8]([CH2:9][CH2:10][NH:11][C:12](=[N:14][C:15]2[CH:23]=[C:22]3[C:18]([CH2:19][C@@H:20]([OH:39])[C@@H:21]3[NH:24][C:25]([C:27]3[CH:32]=[CH:31][C:30]([C:33]4[CH:34]=[CH:35][CH:36]=[CH:37][CH:38]=4)=[CH:29][CH:28]=3)=[O:26])=[CH:17][CH:16]=2)[CH3:13])=[CH:40][CH:41]=1.[C:30]1([C:33]2[CH:34]=[CH:35][CH:36]=[CH:37][CH:38]=2)[CH:29]=[CH:28][C:27]([C:25]([NH:24][C@@H:21]2[C:22]3[C:18](=[CH:17][CH:16]=[C:15]([N:14]=[C:12]([NH:11][CH2:10][CH2:9][C:8]4[CH:40]=[CH:41][C:5]([F:4])=[CH:6][CH:7]=4)[CH3:13])[CH:23]=3)[CH2:19][C@H:20]2[OH:39])=[O:26])=[CH:32][CH:31]=1, predict the reactants needed to synthesize it.